The task is: Predict which catalyst facilitates the given reaction.. This data is from Catalyst prediction with 721,799 reactions and 888 catalyst types from USPTO. Reactant: [Br:1][C:2]1[CH:3]=[C:4]2[C:10]([NH2:11])=[C:9]([C:12]3[CH:17]=[CH:16][CH:15]=[CH:14][CH:13]=3)[NH:8][C:5]2=[N:6][CH:7]=1.[CH3:18][C:19](=O)[CH2:20][CH2:21][C:22](=O)[CH3:23]. Product: [Br:1][C:2]1[CH:3]=[C:4]2[C:10]([N:11]3[C:22]([CH3:23])=[CH:21][CH:20]=[C:19]3[CH3:18])=[C:9]([C:12]3[CH:17]=[CH:16][CH:15]=[CH:14][CH:13]=3)[NH:8][C:5]2=[N:6][CH:7]=1. The catalyst class is: 15.